From a dataset of Forward reaction prediction with 1.9M reactions from USPTO patents (1976-2016). Predict the product of the given reaction. (1) The product is: [CH3:20][C:19]1[N:18]([C:12]2[CH:17]=[CH:16][CH:15]=[CH:14][CH:13]=2)[C:2]2[CH:7]=[CH:6][CH:5]=[C:4]([CH3:8])[C:3]=2[N:9]=1. Given the reactants Br[C:2]1[C:3]([N+:9]([O-])=O)=[C:4]([CH3:8])[CH:5]=[CH:6][CH:7]=1.[C:12]1([NH:18][C:19](=O)[CH3:20])[CH:17]=[CH:16][CH:15]=[CH:14][CH:13]=1, predict the reaction product. (2) The product is: [Cl:8][C:9]1[CH:10]=[C:11]2[C:19](=[C:20]([NH:22][C:23]([C@@H:25]3[CH2:30][O:29][C:28]([CH3:31])([CH3:32])[CH2:27][N:26]3[CH2:33][C@@H:34]([NH:36][C:44]([C:43]3[CH:42]=[N:41][CH:40]=[CH:39][C:38]=3[CH3:37])=[O:45])[CH3:35])=[O:24])[CH:21]=1)[NH:18][C:17]1[CH:16]=[N:15][CH:14]=[CH:13][C:12]2=1. Given the reactants FC(F)(F)C(O)=O.[Cl:8][C:9]1[CH:10]=[C:11]2[C:19](=[C:20]([NH:22][C:23]([C@@H:25]3[CH2:30][O:29][C:28]([CH3:32])([CH3:31])[CH2:27][N:26]3[CH2:33][C@@H:34]([NH2:36])[CH3:35])=[O:24])[CH:21]=1)[NH:18][C:17]1[CH:16]=[N:15][CH:14]=[CH:13][C:12]2=1.[CH3:37][C:38]1[C:43]([C:44](O)=[O:45])=[CH:42][N:41]=[CH:40][CH:39]=1.C([O-])(=O)C.[NH4+], predict the reaction product. (3) Given the reactants [Br:1][C:2]1[CH:3]=[C:4]2[C:9](=[CH:10][CH:11]=1)[N:8]=[CH:7][C:6]([C:12]([CH:14]1[CH2:16][CH2:15]1)=[O:13])=[C:5]2Cl.[NH2:18][C:19]1[CH:20]=[N:21][C:22]([N:25]2[CH2:30][CH2:29][CH:28]([NH:31][C:32](=[O:38])[O:33][C:34]([CH3:37])([CH3:36])[CH3:35])[CH2:27][CH2:26]2)=[N:23][CH:24]=1, predict the reaction product. The product is: [Br:1][C:2]1[CH:3]=[C:4]2[C:9](=[CH:10][CH:11]=1)[N:8]=[CH:7][C:6]([C:12]([CH:14]1[CH2:16][CH2:15]1)=[O:13])=[C:5]2[NH:18][C:19]1[CH:24]=[N:23][C:22]([N:25]2[CH2:26][CH2:27][CH:28]([NH:31][C:32](=[O:38])[O:33][C:34]([CH3:36])([CH3:35])[CH3:37])[CH2:29][CH2:30]2)=[N:21][CH:20]=1. (4) The product is: [CH2:25]([N:27]([CH2:35][CH2:36][OH:37])[C:28]1[CH:33]=[CH:32][C:31]([N:34]2[C:17](=[O:18])[C:7]3[CH:6]=[CH:5][C:4]([N+:1]([O-:3])=[O:2])=[C:13]4[C:8]=3[C:9](=[CH:10][CH:11]=[CH:12]4)[C:14]2=[O:16])=[CH:30][CH:29]=1)[CH3:26]. Given the reactants [N+:1]([C:4]1[C:13]2[C:8]3=[C:9]([C:14]([O:16][C:17](=[O:18])[C:7]3=[CH:6][CH:5]=1)=O)[CH:10]=[CH:11][CH:12]=2)([O-:3])=[O:2].O.S(O)(O)(=O)=O.[CH2:25]([N:27]([CH2:35][CH2:36][OH:37])[C:28]1[CH:33]=[CH:32][C:31]([NH2:34])=[CH:30][CH:29]=1)[CH3:26].Cl, predict the reaction product. (5) Given the reactants [OH:1][C:2]1[CH:7]=[C:6]([CH3:8])[C:5]([NH:9][CH:10]=[O:11])=[C:4]([CH3:12])[C:3]=1[CH3:13].[OH-].[K+].S(OC)(O[CH3:20])(=O)=O, predict the reaction product. The product is: [CH3:20][O:1][C:2]1[CH:7]=[C:6]([CH3:8])[C:5]([NH:9][CH:10]=[O:11])=[C:4]([CH3:12])[C:3]=1[CH3:13]. (6) Given the reactants C(OC(=O)[NH:7][C:8]1([CH2:14][O:15][CH3:16])[CH2:13][CH2:12][O:11][CH2:10][CH2:9]1)(C)(C)C.[ClH:18], predict the reaction product. The product is: [ClH:18].[CH3:16][O:15][CH2:14][C:8]1([NH2:7])[CH2:13][CH2:12][O:11][CH2:10][CH2:9]1. (7) Given the reactants [O:1]=[C:2]1[N:6]([C:7]2[CH:14]=[CH:13][C:10]([C:11]#[N:12])=[C:9]([C:15]([F:18])([F:17])[F:16])[CH:8]=2)[C@@H:5]2[CH2:19][CH2:20][CH2:21][CH2:22][C@H:4]2[NH:3]1.[F:23][C:24]1[C:29](I)=[CH:28][CH:27]=[CH:26][N:25]=1, predict the reaction product. The product is: [F:23][C:24]1[C:29]([N:3]2[C@@H:4]3[CH2:22][CH2:21][CH2:20][CH2:19][C@H:5]3[N:6]([C:7]3[CH:14]=[CH:13][C:10]([C:11]#[N:12])=[C:9]([C:15]([F:18])([F:16])[F:17])[CH:8]=3)[C:2]2=[O:1])=[CH:28][CH:27]=[CH:26][N:25]=1.